This data is from Full USPTO retrosynthesis dataset with 1.9M reactions from patents (1976-2016). The task is: Predict the reactants needed to synthesize the given product. Given the product [NH2:22][C:4]1[CH:3]=[C:2]([Cl:1])[CH:21]=[CH:20][C:5]=1[O:6][C:7]1[CH:19]=[CH:18][C:10]([C:11]([N:13]([CH2:16][CH3:17])[CH2:14][CH3:15])=[O:12])=[CH:9][CH:8]=1, predict the reactants needed to synthesize it. The reactants are: [Cl:1][C:2]1[CH:21]=[CH:20][C:5]([O:6][C:7]2[CH:19]=[CH:18][C:10]([C:11]([N:13]([CH2:16][CH3:17])[CH2:14][CH3:15])=[O:12])=[CH:9][CH:8]=2)=[C:4]([N+:22]([O-])=O)[CH:3]=1.Cl[Sn]Cl.